This data is from Forward reaction prediction with 1.9M reactions from USPTO patents (1976-2016). The task is: Predict the product of the given reaction. (1) The product is: [O:30]1[C:34]2[CH:35]=[CH:36][C:37]([C:39]3([CH2:54][CH2:55][C:56]([OH:58])=[O:57])[C:47]4[C:42](=[CH:43][CH:44]=[CH:45][CH:46]=4)[N:41]([CH2:48][CH2:49][CH2:50][CH2:51][CH3:52])[C:40]3=[O:53])=[CH:38][C:33]=2[O:32][CH2:31]1. Given the reactants O1C2C=CC(C3(CC(OC)=O)C4C(=CC=CC=4)N(CCCCC)C3=O)=CC=2OC1.[O:30]1[C:34]2[CH:35]=[CH:36][C:37]([C:39]3([CH2:54][CH2:55][C:56]([O:58]C)=[O:57])[C:47]4[C:42](=[CH:43][CH:44]=[CH:45][CH:46]=4)[N:41]([CH2:48][CH2:49][CH2:50][CH2:51][CH3:52])[C:40]3=[O:53])=[CH:38][C:33]=2[O:32][CH2:31]1, predict the reaction product. (2) The product is: [Cl:1][C:2]1[CH:7]=[C:6]([Cl:8])[CH:5]=[CH:4][C:3]=1[CH:9]([CH3:19])[C:10]([C:12]1[CH:13]=[CH:14][C:15](=[O:18])[NH:16][CH:17]=1)=[O:11]. Given the reactants [Cl:1][C:2]1[CH:7]=[C:6]([Cl:8])[CH:5]=[CH:4][C:3]=1[C:9](=[CH2:19])[C:10]([C:12]1[CH:13]=[CH:14][C:15](=[O:18])[NH:16][CH:17]=1)=[O:11], predict the reaction product. (3) Given the reactants [C:1]([C@@H:3]1[C:11]2[C:6](=[CH:7][CH:8]=[CH:9][CH:10]=2)[C@H:5]([NH:12][C:13](=[O:24])[C:14]2[CH:19]=[CH:18][CH:17]=[C:16]([C:20]([F:23])([F:22])[F:21])[CH:15]=2)[CH2:4]1)#[N:2].[N-:25]=[N+:26]=[N-:27].[Na+].Cl, predict the reaction product. The product is: [NH:25]1[C:1]([C@@H:3]2[C:11]3[C:6](=[CH:7][CH:8]=[CH:9][CH:10]=3)[C@H:5]([NH:12][C:13](=[O:24])[C:14]3[CH:19]=[CH:18][CH:17]=[C:16]([C:20]([F:22])([F:21])[F:23])[CH:15]=3)[CH2:4]2)=[N:2][N:27]=[N:26]1. (4) Given the reactants Br[C:2]1[N:3]=[C:4]([C:7]([O:11][CH3:12])([O:9][CH3:10])[CH3:8])[S:5][CH:6]=1.[Li]CCCC.CN([CH:21]=[O:22])C.O, predict the reaction product. The product is: [CH3:10][O:9][C:7]([C:4]1[S:5][CH:6]=[C:2]([CH:21]=[O:22])[N:3]=1)([O:11][CH3:12])[CH3:8]. (5) Given the reactants Br[CH2:2][C:3]1[O:4][C:5]([C:12]2[CH:17]=[CH:16][C:15]([C:18]([F:21])([F:20])[F:19])=[CH:14][CH:13]=2)=[CH:6][C:7]=1[C:8]([O:10]C)=O.[CH3:22][NH:23][CH2:24][CH2:25][C:26]1[CH:31]=[CH:30][CH:29]=[CH:28][CH:27]=1, predict the reaction product. The product is: [CH3:22][N:23]([CH2:2][C:3]1[O:4][C:5]([C:12]2[CH:17]=[CH:16][C:15]([C:18]([F:21])([F:20])[F:19])=[CH:14][CH:13]=2)=[CH:6][C:7]=1[CH2:8][OH:10])[CH2:24][CH2:25][C:26]1[CH:31]=[CH:30][CH:29]=[CH:28][CH:27]=1. (6) Given the reactants [N+:1]([C:4]1[CH:5]=[C:6]2[C:12]3[CH:13]=[CH:14][CH:15]=[C:16]4[C:17]5[CH:18]=[CH:19][CH:20]=[CH:21][C:22]=5[N:10]([C:11]=34)[C:7]2=[CH:8][CH:9]=1)([O-])=O.C(O)(=O)C.CC(O)C.[Cl-].[NH4+], predict the reaction product. The product is: [CH:15]1[CH:14]=[CH:13][C:12]2[C:6]3[C:7]([N:10]4[C:11]=2[C:16]=1[C:17]1[CH:18]=[CH:19][CH:20]=[CH:21][C:22]=14)=[CH:8][CH:9]=[C:4]([NH2:1])[CH:5]=3. (7) Given the reactants [Cl-].[NH4+].[C:3]([C:5]1[CH:6]=[C:7]([NH:11][C:12]2[C:21]3[C:16](=[CH:17][C:18]([O:25][CH3:26])=[C:19]([N+:22]([O-])=O)[CH:20]=3)[N:15]=[CH:14][N:13]=2)[CH:8]=[CH:9][CH:10]=1)#[CH:4], predict the reaction product. The product is: [C:3]([C:5]1[CH:6]=[C:7]([NH:11][C:12]2[C:21]3[C:16](=[CH:17][C:18]([O:25][CH3:26])=[C:19]([NH2:22])[CH:20]=3)[N:15]=[CH:14][N:13]=2)[CH:8]=[CH:9][CH:10]=1)#[CH:4]. (8) The product is: [Br:1][C:2]1[CH:3]=[CH:4][C:5]2[C:9]3[N:13]([CH:12]=[CH:11][N:10]=3)[CH2:15][CH2:16][O:8][C:6]=2[CH:7]=1. Given the reactants [Br:1][C:2]1[CH:3]=[CH:4][C:5]([C:9]2[NH:10][CH:11]=[CH:12][N:13]=2)=[C:6]([OH:8])[CH:7]=1.Br[CH2:15][CH2:16]Br.C(=O)([O-])[O-].[Cs+].[Cs+], predict the reaction product. (9) Given the reactants [C:1]([O:5][C:6]([N:8]1[CH2:19][CH2:18][CH2:17][C:11]2([O:15][C:14](=[O:16])[NH:13][CH2:12]2)[CH2:10][CH2:9]1)=[O:7])([CH3:4])([CH3:3])[CH3:2].Br[C:21]1[CH:22]=[CH:23][C:24]([N+:27]([O-:29])=[O:28])=[N:25][CH:26]=1, predict the reaction product. The product is: [C:1]([O:5][C:6]([N:8]1[CH2:19][CH2:18][CH2:17][C:11]2([O:15][C:14](=[O:16])[N:13]([C:21]3[CH:26]=[N:25][C:24]([N+:27]([O-:29])=[O:28])=[CH:23][CH:22]=3)[CH2:12]2)[CH2:10][CH2:9]1)=[O:7])([CH3:4])([CH3:2])[CH3:3]. (10) Given the reactants [C:1]1([N:7]=[C:8]=[O:9])[CH:6]=[CH:5][CH:4]=[CH:3][CH:2]=1.FC(F)(F)C(O)=O.[NH:17]1[C:21]2[CH:22]=[CH:23][CH:24]=[CH:25][C:20]=2[N:19]=[C:18]1[S:26][C:27]1[O:31][C:30](/[CH:32]=[C:33]2/[C:34](=[O:43])[N:35]([CH2:39][CH2:40][CH2:41][NH2:42])[C:36](=[O:38])[S:37]/2)=[CH:29][CH:28]=1.CCN(C(C)C)C(C)C, predict the reaction product. The product is: [NH:17]1[C:21]2[CH:22]=[CH:23][CH:24]=[CH:25][C:20]=2[N:19]=[C:18]1[S:26][C:27]1[O:31][C:30](/[CH:32]=[C:33]2/[C:34](=[O:43])[N:35]([CH2:39][CH2:40][CH2:41][NH:42][C:8]([NH:7][C:1]3[CH:6]=[CH:5][CH:4]=[CH:3][CH:2]=3)=[O:9])[C:36](=[O:38])[S:37]/2)=[CH:29][CH:28]=1.